This data is from Full USPTO retrosynthesis dataset with 1.9M reactions from patents (1976-2016). The task is: Predict the reactants needed to synthesize the given product. Given the product [Cl:42][C:24]1[C:25]([NH:27][C:28]2[CH:33]=[CH:32][C:31]([N:34]3[CH2:35][CH2:36][O:37][CH2:38][CH2:39]3)=[CH:30][C:29]=2[O:40][CH3:41])=[N:26][C:21]([NH:19][C:14]2[C:15]([O:17][CH3:18])=[CH:16][C:9]3[CH2:8][CH2:7][N:6]([CH:3]([CH2:2][F:1])[CH2:4][F:5])[CH2:12][CH2:11][C:10]=3[CH:13]=2)=[N:22][CH:23]=1, predict the reactants needed to synthesize it. The reactants are: [F:1][CH2:2][CH:3]([N:6]1[CH2:12][CH2:11][C:10]2[CH:13]=[C:14]([NH2:19])[C:15]([O:17][CH3:18])=[CH:16][C:9]=2[CH2:8][CH2:7]1)[CH2:4][F:5].Cl[C:21]1[N:26]=[C:25]([NH:27][C:28]2[CH:33]=[CH:32][C:31]([N:34]3[CH2:39][CH2:38][O:37][CH2:36][CH2:35]3)=[CH:30][C:29]=2[O:40][CH3:41])[C:24]([Cl:42])=[CH:23][N:22]=1.